This data is from Forward reaction prediction with 1.9M reactions from USPTO patents (1976-2016). The task is: Predict the product of the given reaction. (1) Given the reactants [Cl:1][C:2]1[CH:10]=[CH:9][C:5]([C:6]([NH2:8])=[O:7])=[C:4]([O:11][CH3:12])[CH:3]=1.Cl[C:14]([S:16]Cl)=[O:15].O, predict the reaction product. The product is: [Cl:1][C:2]1[CH:10]=[CH:9][C:5]([C:6]2[O:7][C:14](=[O:15])[S:16][N:8]=2)=[C:4]([O:11][CH3:12])[CH:3]=1. (2) Given the reactants Br[C:2]1[CH:7]=[CH:6][N:5]=[C:4]([CH:8]2[N:12]([C:13]3[CH:18]=[CH:17][C:16]([F:19])=[CH:15][C:14]=3[F:20])[N:11]=[C:10]([C:21]([F:27])([F:26])[C:22]([F:25])([F:24])[F:23])[CH2:9]2)[CH:3]=1.[CH3:28][S:29][C:30]1[CH:31]=[C:32](B(O)O)[CH:33]=[CH:34][CH:35]=1.C(=O)([O-])[O-].[Na+].[Na+].C(O)C, predict the reaction product. The product is: [F:20][C:14]1[CH:15]=[C:16]([F:19])[CH:17]=[CH:18][C:13]=1[N:12]1[CH:8]([C:4]2[CH:3]=[C:2]([C:34]3[CH:33]=[CH:32][CH:31]=[C:30]([S:29][CH3:28])[CH:35]=3)[CH:7]=[CH:6][N:5]=2)[CH2:9][C:10]([C:21]([F:27])([F:26])[C:22]([F:25])([F:24])[F:23])=[N:11]1. (3) Given the reactants [OH-].[Na+].[CH:3]1([C:6]2[C:32]([CH:33]3[CH2:35][CH2:34]3)=[CH:31][C:9]([CH2:10][N:11]3[CH2:14][C:13]4([CH2:18][C:17]([N:19]5[CH2:24][CH2:23][C:22]([CH3:30])([C:25]([O:27]CC)=[O:26])[CH2:21][CH2:20]5)=[N:16][O:15]4)[CH2:12]3)=[C:8]([O:36][CH2:37][CH3:38])[C:7]=2[F:39])[CH2:5][CH2:4]1, predict the reaction product. The product is: [CH:3]1([C:6]2[C:32]([CH:33]3[CH2:34][CH2:35]3)=[CH:31][C:9]([CH2:10][N:11]3[CH2:12][C:13]4([CH2:18][C:17]([N:19]5[CH2:24][CH2:23][C:22]([CH3:30])([C:25]([OH:27])=[O:26])[CH2:21][CH2:20]5)=[N:16][O:15]4)[CH2:14]3)=[C:8]([O:36][CH2:37][CH3:38])[C:7]=2[F:39])[CH2:5][CH2:4]1. (4) Given the reactants [CH:1]12[C:9](=[O:10])[CH:6]([CH:7]=[CH:8]1)[CH:5]=[CH:4][CH:3]=[CH:2]2.CN(C1C=CC(C(C2C=CC(N(C)C)=CC=2)=O)=CC=1)C, predict the reaction product. The product is: [CH:1]12[C:9](=[O:10])[CH:6]3[CH:7]=[CH:8][CH:2]1[CH:3]2[CH:4]=[CH:5]3. (5) Given the reactants Cl[C:2]1[CH:3]=[CH:4][C:5]2[N:6]([C:8]([C:11]3[CH:16]=[CH:15][CH:14]=[C:13]([O:17][C:18]([F:21])([F:20])[F:19])[CH:12]=3)=[CH:9][N:10]=2)[N:7]=1.C([NH:29][C@@H:30]([CH2:33][CH3:34])[CH2:31][OH:32])(OC(C)(C)C)=O.CC([O-])(C)C.[Na+], predict the reaction product. The product is: [F:19][C:18]([F:21])([F:20])[O:17][C:13]1[CH:12]=[C:11]([C:8]2[N:6]3[N:7]=[C:2]([NH:29][C@@H:30]([CH2:33][CH3:34])[CH2:31][OH:32])[CH:3]=[CH:4][C:5]3=[N:10][CH:9]=2)[CH:16]=[CH:15][CH:14]=1. (6) Given the reactants [Br:1][C:2]1[S:3][C:4]([CH:8]=[O:9])=[C:5]([CH3:7])[N:6]=1.C[Mg+].[Br-].[CH3:13]COCC, predict the reaction product. The product is: [Br:1][C:2]1[S:3][C:4]([CH:8]([OH:9])[CH3:13])=[C:5]([CH3:7])[N:6]=1.